From a dataset of Full USPTO retrosynthesis dataset with 1.9M reactions from patents (1976-2016). Predict the reactants needed to synthesize the given product. (1) Given the product [CH3:22][O:20][C:19]([C:10]1[C:9]2[C:14](=[N:15][C:16]3[C:7]([N:8]=2)=[C:6]2[CH:1]=[CH:2][CH:3]=[CH:4][C:5]2=[CH:18][CH:17]=3)[CH:13]=[CH:12][CH:11]=1)=[O:21], predict the reactants needed to synthesize it. The reactants are: [CH:1]1[C:6]2=[C:7]3[C:16](=[CH:17][CH:18]=[C:5]2[CH:4]=[CH:3][CH:2]=1)[N:15]=[C:14]1[C:9]([C:10]([C:19]([OH:21])=[O:20])=[CH:11][CH:12]=[CH:13]1)=[N:8]3.[CH:22]1C2=C3C(=CC=C2C=CC=1)N=C1C(C=CC=C1C(O)=O)=N3. (2) Given the product [Br:1][C:2]1[C:7](=[O:8])[N:6]([C:9]2[C:14]([F:15])=[CH:13][CH:12]=[CH:11][C:10]=2[F:16])[C:5]([CH2:17][NH:33][CH2:32][CH2:31][O:30][CH3:29])=[CH:4][C:3]=1[O:19][CH2:20][C:21]1[CH:26]=[CH:25][C:24]([F:27])=[CH:23][C:22]=1[F:28], predict the reactants needed to synthesize it. The reactants are: [Br:1][C:2]1[C:7](=[O:8])[N:6]([C:9]2[C:14]([F:15])=[CH:13][CH:12]=[CH:11][C:10]=2[F:16])[C:5]([CH:17]=O)=[CH:4][C:3]=1[O:19][CH2:20][C:21]1[CH:26]=[CH:25][C:24]([F:27])=[CH:23][C:22]=1[F:28].[CH3:29][O:30][CH2:31][CH2:32][NH2:33]. (3) The reactants are: [S:1]1[CH:5]=[CH:4][C:3]([C@H:6]2[C@H:15]3[CH2:16][CH2:17][N:18]([C:19]([C@H:21]4[CH2:26][CH2:25][CH2:24][CH2:23][C@H:22]4[NH:27][C:28](=[O:35])[C:29]4[CH:34]=[CH:33][CH:32]=[CH:31][CH:30]=4)=[O:20])[C@H:14]3[C:13]3[CH:12]=[CH:11][CH:10]=[CH:9][C:8]=3[NH:7]2)=[CH:2]1.S1C=CC([C@H]2[C@@H]3CCN(C([C@H]4CCCC[C@H]4NC(=O)C4C=CC=CC=4)=O)[C@@H]3C3C=CC=CC=3N2)=C1. Given the product [S:1]1[CH:5]=[CH:4][C:3]([C:6]2[C:15]3[CH2:16][CH2:17][N:18]([C:19]([C@H:21]4[CH2:26][CH2:25][CH2:24][CH2:23][C@H:22]4[NH:27][C:28](=[O:35])[C:29]4[CH:34]=[CH:33][CH:32]=[CH:31][CH:30]=4)=[O:20])[C:14]=3[C:13]3[CH:12]=[CH:11][CH:10]=[CH:9][C:8]=3[N:7]=2)=[CH:2]1, predict the reactants needed to synthesize it.